This data is from Reaction yield outcomes from USPTO patents with 853,638 reactions. The task is: Predict the reaction yield, written as a fraction of the theoretical maximum amount of product (1.0 means a 100% yield; for example, 0.34 means a 34% yield). The reactants are [O:1]1[C:5]2[C:6]3[C:7](=[CH:13][C:14]#[N:15])[CH2:8][CH2:9][C:10]=3[CH:11]=[CH:12][C:4]=2[N:3]=[CH:2]1.N.C(O)C. The catalyst is C(O)C.[Co]. The product is [O:1]1[C:5]2[C:6]3[C:7](=[CH:13][CH2:14][NH2:15])[CH2:8][CH2:9][C:10]=3[CH:11]=[CH:12][C:4]=2[N:3]=[CH:2]1. The yield is 0.280.